This data is from HIV replication inhibition screening data with 41,000+ compounds from the AIDS Antiviral Screen. The task is: Binary Classification. Given a drug SMILES string, predict its activity (active/inactive) in a high-throughput screening assay against a specified biological target. (1) The compound is CN(C)C=C1C(Cl)=C(C=O)CC(C=O)=C1Cl. The result is 0 (inactive). (2) The molecule is CCCCCCC(CC)(C(=O)O)C(=O)O. The result is 0 (inactive). (3) The compound is Cc1ccc(S(=O)(=O)NC(=O)NC23CC4CC(CC(F)(C4)C2)C3)cc1. The result is 0 (inactive).